Dataset: Reaction yield outcomes from USPTO patents with 853,638 reactions. Task: Predict the reaction yield, written as a fraction of the theoretical maximum amount of product (1.0 means a 100% yield; for example, 0.34 means a 34% yield). (1) The reactants are [O:1]1[CH2:6][CH:5]=[C:4](B2OC(C)(C)C(C)(C)O2)[CH2:3][CH2:2]1.BrC1C=C2C(=CC=1)N[C@@H](C1CC1)[C@H](C)[C@H]2NC(=O)OC(C)(C)C.[C:39]([N:42]1[C:51]2[C:46](=[CH:47][C:48](Br)=[CH:49][CH:50]=2)[C@H:45]([NH:53][C:54](=[O:60])[O:55][C:56]([CH3:59])([CH3:58])[CH3:57])[C@@H:44]([CH3:61])[C@@H:43]1[CH:62]1[CH2:64][CH2:63]1)(=[O:41])[CH3:40].C(=O)([O-])[O-].[Cs+].[Cs+]. The catalyst is O1CCOCC1.C1C=CC([P]([Pd]([P](C2C=CC=CC=2)(C2C=CC=CC=2)C2C=CC=CC=2)([P](C2C=CC=CC=2)(C2C=CC=CC=2)C2C=CC=CC=2)[P](C2C=CC=CC=2)(C2C=CC=CC=2)C2C=CC=CC=2)(C2C=CC=CC=2)C2C=CC=CC=2)=CC=1.O. The product is [C:39]([N:42]1[C:51]2[C:46](=[CH:47][C:48]([C:4]3[CH2:3][CH2:2][O:1][CH2:6][CH:5]=3)=[CH:49][CH:50]=2)[C@H:45]([NH:53][C:54](=[O:60])[O:55][C:56]([CH3:59])([CH3:58])[CH3:57])[C@@H:44]([CH3:61])[C@@H:43]1[CH:62]1[CH2:63][CH2:64]1)(=[O:41])[CH3:40]. The yield is 0.520. (2) The reactants are [CH3:1][O:2][C:3]1[CH:29]=[CH:28][C:6]2[N:7]=[C:8]([NH:10][C:11]3[CH:16]=[C:15]([CH2:17][C:18]4[CH:23]=[CH:22][CH:21]=[CH:20][CH:19]=4)[N:14]=[C:13](S(C)(=O)=O)[N:12]=3)[S:9][C:5]=2[CH:4]=1.[NH2:30][C@H:31]1[CH2:36][CH2:35][C@H:34]([OH:37])[CH2:33][CH2:32]1. The catalyst is C(O)(C)C. The product is [CH3:1][O:2][C:3]1[CH:29]=[CH:28][C:6]2[N:7]=[C:8]([NH:10][C:11]3[CH:16]=[C:15]([CH2:17][C:18]4[CH:19]=[CH:20][CH:21]=[CH:22][CH:23]=4)[N:14]=[C:13]([NH:30][C@H:31]4[CH2:36][CH2:35][C@H:34]([OH:37])[CH2:33][CH2:32]4)[N:12]=3)[S:9][C:5]=2[CH:4]=1. The yield is 0.314.